Dataset: TCR-epitope binding with 47,182 pairs between 192 epitopes and 23,139 TCRs. Task: Binary Classification. Given a T-cell receptor sequence (or CDR3 region) and an epitope sequence, predict whether binding occurs between them. (1) The epitope is TLVPQEHYV. The TCR CDR3 sequence is CASSDALVTNEQFF. Result: 0 (the TCR does not bind to the epitope). (2) The epitope is LLWNGPMAV. The TCR CDR3 sequence is CAIQESNTGELFF. Result: 0 (the TCR does not bind to the epitope). (3) The epitope is RPPIFIRRL. The TCR CDR3 sequence is CASKGQGARDGYTF. Result: 0 (the TCR does not bind to the epitope). (4) Result: 0 (the TCR does not bind to the epitope). The epitope is QVPLRPMTYK. The TCR CDR3 sequence is CASSLDRVGYTEAFF. (5) The epitope is FADDLNQLTGY. The TCR CDR3 sequence is CASSQDGRGDEQFF. Result: 1 (the TCR binds to the epitope). (6) The epitope is YLNTLTLAV. The TCR CDR3 sequence is CASSLGVTGPLNEKLFF. Result: 1 (the TCR binds to the epitope).